Dataset: Forward reaction prediction with 1.9M reactions from USPTO patents (1976-2016). Task: Predict the product of the given reaction. (1) Given the reactants C[O:2][C:3]1[C:8]2[NH:9][C:10]([C:12]3[S:13][CH:14]=[CH:15][CH:16]=3)=[N:11][C:7]=2[C:6]([C:17]([NH:19][CH2:20][CH2:21][NH:22][C:23](=[O:31])[C:24]2[CH:29]=[CH:28][C:27]([CH3:30])=[CH:26][CH:25]=2)=[O:18])=[CH:5][CH:4]=1.B(Br)(Br)Br, predict the reaction product. The product is: [OH:2][C:3]1[C:8]2[NH:9][C:10]([C:12]3[S:13][CH:14]=[CH:15][CH:16]=3)=[N:11][C:7]=2[C:6]([C:17]([NH:19][CH2:20][CH2:21][NH:22][C:23](=[O:31])[C:24]2[CH:25]=[CH:26][C:27]([CH3:30])=[CH:28][CH:29]=2)=[O:18])=[CH:5][CH:4]=1. (2) Given the reactants [Cl:1][C:2]1[CH:3]=[C:4]2[C:8](=[CH:9][CH:10]=1)[CH:7]([OH:11])[CH:6]([S:12]([CH3:15])(=[O:14])=[O:13])[CH2:5]2.N1C=CC=CC=1.[C:22](OC(=O)C)(=[O:24])[CH3:23], predict the reaction product. The product is: [C:22]([O:11][CH:7]1[C:8]2[C:4](=[CH:3][C:2]([Cl:1])=[CH:10][CH:9]=2)[CH2:5][CH:6]1[S:12]([CH3:15])(=[O:14])=[O:13])(=[O:24])[CH3:23]. (3) Given the reactants [OH-].[Na+].CO.[C:5]([NH:13][C:14]1[CH:23]=[C:22]([S:24][CH2:25][C:26]2[CH:31]=[CH:30][CH:29]=[CH:28][CH:27]=2)[CH:21]=[CH:20][C:15]=1[C:16]([O:18]C)=[O:17])(=[O:12])[C:6]1[CH:11]=[CH:10][CH:9]=[CH:8][CH:7]=1, predict the reaction product. The product is: [C:5]([NH:13][C:14]1[CH:23]=[C:22]([S:24][CH2:25][C:26]2[CH:31]=[CH:30][CH:29]=[CH:28][CH:27]=2)[CH:21]=[CH:20][C:15]=1[C:16]([OH:18])=[O:17])(=[O:12])[C:6]1[CH:7]=[CH:8][CH:9]=[CH:10][CH:11]=1. (4) Given the reactants [Cl:1][C:2]1[CH:29]=[C:28]([NH:30][CH3:31])[CH:27]=[CH:26][C:3]=1[CH2:4][N:5]1[C:9]2=[N:10][C:11]([C:14](=[O:24])[NH:15][S:16]([CH2:19][CH2:20][CH2:21][CH2:22][CH3:23])(=[O:18])=[O:17])=[CH:12][CH:13]=[C:8]2[N:7]=[C:6]1[CH3:25].N1C=CC=CC=1.[C:38](Cl)(=[O:42])[O:39][CH2:40][CH3:41], predict the reaction product. The product is: [CH2:40]([O:39][C:38]([N:30]([C:28]1[CH:27]=[CH:26][C:3]([CH2:4][N:5]2[C:9]3=[N:10][C:11]([C:14](=[O:24])[NH:15][S:16]([CH2:19][CH2:20][CH2:21][CH2:22][CH3:23])(=[O:17])=[O:18])=[CH:12][CH:13]=[C:8]3[N:7]=[C:6]2[CH3:25])=[C:2]([Cl:1])[CH:29]=1)[CH3:31])=[O:42])[CH3:41]. (5) Given the reactants [F:1][C:2]([F:19])([F:18])[C:3]1[N:8]=[CH:7][C:6]([O:9][C:10]2[CH:17]=[CH:16][C:13]([CH:14]=O)=[CH:12][CH:11]=2)=[CH:5][CH:4]=1.[H-].[Na+].[CH2:22]1COCC1, predict the reaction product. The product is: [CH:14]([C:13]1[CH:16]=[CH:17][C:10]([O:9][C:6]2[CH:5]=[CH:4][C:3]([C:2]([F:19])([F:18])[F:1])=[N:8][CH:7]=2)=[CH:11][CH:12]=1)=[CH2:22]. (6) Given the reactants [O:1]1[CH2:6][CH2:5][CH2:4][CH2:3][CH:2]1[O:7][CH2:8][C:9]([O:11]CC)=O.[CH3:14][CH2:15][Mg+].[Br-], predict the reaction product. The product is: [O:1]1[CH2:6][CH2:5][CH2:4][CH2:3][CH:2]1[O:7][CH2:8][C:9]1([OH:11])[CH2:15][CH2:14]1. (7) Given the reactants [O:1]1[CH2:5][CH2:4][O:3][CH:2]1[CH2:6][CH2:7][CH2:8][CH2:9][CH2:10][CH2:11][CH2:12][CH2:13][O:14][C:15]1[CH:16]=[C:17]([CH:21]([C:23]2[CH:28]=[CH:27][CH:26]=[CH:25][CH:24]=2)O)[CH:18]=[CH:19][CH:20]=1.C1(P([N:43]=[N+:44]=[N-:45])(C2C=CC=CC=2)=O)C=CC=CC=1.C1CCN2C(=NCCC2)CC1, predict the reaction product. The product is: [N:43]([CH:21]([C:23]1[CH:28]=[CH:27][CH:26]=[CH:25][CH:24]=1)[C:17]1[CH:16]=[C:15]([CH:20]=[CH:19][CH:18]=1)[O:14][CH2:13][CH2:12][CH2:11][CH2:10][CH2:9][CH2:8][CH2:7][CH2:6][CH:2]1[O:3][CH2:4][CH2:5][O:1]1)=[N+:44]=[N-:45].